This data is from Forward reaction prediction with 1.9M reactions from USPTO patents (1976-2016). The task is: Predict the product of the given reaction. (1) Given the reactants [CH3:1][N:2]([CH2:4][C:5]1[C:13]2[O:12][N:11]=[C:10]([CH2:14][CH2:15][CH:16]3[CH2:21][CH2:20][N:19]([C:22]4[S:23][CH:24]=[CH:25][N:26]=4)[CH2:18][CH2:17]3)[C:9]=2[CH:8]=[CH:7][C:6]=1[O:27][CH2:28][CH:29]1[CH2:31][CH2:30]1)[CH3:3].[ClH:32], predict the reaction product. The product is: [ClH:32].[ClH:32].[CH3:1][N:2]([CH2:4][C:5]1[C:13]2[O:12][N:11]=[C:10]([CH2:14][CH2:15][CH:16]3[CH2:17][CH2:18][N:19]([C:22]4[S:23][CH:24]=[CH:25][N:26]=4)[CH2:20][CH2:21]3)[C:9]=2[CH:8]=[CH:7][C:6]=1[O:27][CH2:28][CH:29]1[CH2:30][CH2:31]1)[CH3:3]. (2) Given the reactants [Cl:1][C:2]1[CH:26]=[CH:25][C:5]([CH2:6][NH:7][C:8]([C:10]2[N:11]=[N:12][C:13]3[C:18]([C:19]=2[OH:20])=[CH:17][C:16]([C:21](OC)=[O:22])=[CH:15][CH:14]=3)=[O:9])=[CH:4][CH:3]=1.[H-].[Al+3].[Li+].[H-].[H-].[H-], predict the reaction product. The product is: [Cl:1][C:2]1[CH:3]=[CH:4][C:5]([CH2:6][NH:7][C:8]([C:10]2[N:11]=[N:12][C:13]3[C:18]([C:19]=2[OH:20])=[CH:17][C:16]([CH2:21][OH:22])=[CH:15][CH:14]=3)=[O:9])=[CH:25][CH:26]=1.